This data is from Forward reaction prediction with 1.9M reactions from USPTO patents (1976-2016). The task is: Predict the product of the given reaction. (1) Given the reactants [N:1]12[CH2:8][CH2:7][CH:4]([CH2:5][CH2:6]1)[CH:3]([O:9][C:10](=[O:19])[NH:11][C:12]1[CH:17]=[CH:16][CH:15]=[C:14](Br)[CH:13]=1)[CH2:2]2.[CH2:20]([C:22]1[CH:23]=[C:24](B(O)O)[CH:25]=[CH:26][CH:27]=1)[CH3:21], predict the reaction product. The product is: [N:1]12[CH2:8][CH2:7][CH:4]([CH2:5][CH2:6]1)[CH:3]([O:9][C:10](=[O:19])[NH:11][C:12]1[CH:13]=[C:14]([C:26]3[CH:25]=[CH:24][CH:23]=[C:22]([CH2:20][CH3:21])[CH:27]=3)[CH:15]=[CH:16][CH:17]=1)[CH2:2]2. (2) Given the reactants [NH2:1][C:2]1[N:3]=[CH:4][C:5]([C:8]2[CH2:13][CH2:12][CH2:11][CH:10]([OH:14])[CH:9]=2)=[N:6][CH:7]=1.[C:15]([Si:19](Cl)([CH3:21])[CH3:20])([CH3:18])([CH3:17])[CH3:16].N1C=CN=C1, predict the reaction product. The product is: [Si:19]([O:14][CH:10]1[CH2:11][CH2:12][CH2:13][C:8]([C:5]2[N:6]=[CH:7][C:2]([NH2:1])=[N:3][CH:4]=2)=[CH:9]1)([C:15]([CH3:18])([CH3:17])[CH3:16])([CH3:21])[CH3:20].